From a dataset of Retrosynthesis with 50K atom-mapped reactions and 10 reaction types from USPTO. Predict the reactants needed to synthesize the given product. (1) Given the product O=C(c1nnn(Cc2cc(C(F)(F)F)cc(C(F)(F)F)c2)c1-c1cccnc1)N1C[C@H](O)C[C@@H]1c1ccccc1Cl, predict the reactants needed to synthesize it. The reactants are: CC(C)(C)[Si](C)(C)OC1CC(c2ccccc2Cl)N(C(=O)c2nnn(Cc3cc(C(F)(F)F)cc(C(F)(F)F)c3)c2-c2cccnc2)C1. (2) Given the product CSCCC(=O)N(C)c1cn(-c2cccnc2)nc1Cl, predict the reactants needed to synthesize it. The reactants are: CNc1cn(-c2cccnc2)nc1Cl.CSCCC(=O)O. (3) Given the product C=CCNCC(COc1cccc2c1CC(=O)N2)OC(=O)C12CC3CC(CC(C3)C1)C2, predict the reactants needed to synthesize it. The reactants are: C=CCNCC(O)COc1cccc2c1CC(=O)N2.O=C(O)C12CC3CC(CC(C3)C1)C2.